Dataset: Catalyst prediction with 721,799 reactions and 888 catalyst types from USPTO. Task: Predict which catalyst facilitates the given reaction. (1) Reactant: [Cl:1][C:2]1[CH:32]=[CH:31][C:5]([C:6]([NH:8][CH2:9][C:10]([C:16]2[CH:29]=[CH:28][C:19]([NH:20]C(=O)OC(C)(C)C)=[C:18]([CH3:30])[CH:17]=2)(O)[C:11]([F:14])([F:13])[F:12])=O)=[CH:4][CH:3]=1.COC1C=CC(P2(SP(C3C=CC(OC)=CC=3)(=S)S2)=[S:42])=CC=1. Product: [Cl:1][C:2]1[CH:32]=[CH:31][C:5]([C:6]2[S:42][C:10]([C:16]3[CH:29]=[CH:28][C:19]([NH2:20])=[C:18]([CH3:30])[CH:17]=3)([C:11]([F:14])([F:13])[F:12])[CH2:9][N:8]=2)=[CH:4][CH:3]=1. The catalyst class is: 11. (2) Reactant: [CH2:1]([O:8][C:9]1[CH:18]=[CH:17][C:12]([C:13](OC)=[O:14])=[CH:11][C:10]=1[C@@H:19]([C:29]1[CH:34]=[CH:33][CH:32]=[CH:31][CH:30]=1)[CH2:20][CH2:21][N:22]([CH:26]([CH3:28])[CH3:27])[CH:23]([CH3:25])[CH3:24])[C:2]1[CH:7]=[CH:6][CH:5]=[CH:4][CH:3]=1.[H-].[Al+3].[Li+].[H-].[H-].[H-].[H-].C(OCC)(=O)C. Product: [CH2:1]([O:8][C:9]1[CH:18]=[CH:17][C:12]([CH2:13][OH:14])=[CH:11][C:10]=1[C@@H:19]([C:29]1[CH:30]=[CH:31][CH:32]=[CH:33][CH:34]=1)[CH2:20][CH2:21][N:22]([CH:23]([CH3:24])[CH3:25])[CH:26]([CH3:27])[CH3:28])[C:2]1[CH:3]=[CH:4][CH:5]=[CH:6][CH:7]=1. The catalyst class is: 30. (3) Product: [CH3:13][O:12][C:10]1[C:9]2[C:4](=[CH:5][CH:6]=[CH:7][CH:8]=2)[NH:3][C:2](=[O:1])[CH:11]=1. Reactant: [OH:1][C:2]1[CH:11]=[C:10]([OH:12])[C:9]2[C:4](=[CH:5][CH:6]=[CH:7][CH:8]=2)[N:3]=1.[C:13](=O)([O-])[O-].[K+].[K+].S(OC)(OC)(=O)=O. The catalyst class is: 21. (4) Reactant: Cl[C:2]1[CH:7]=[C:6]([CH2:8][N:9]2[CH:14]=[C:13]([C:15]3[O:19][N:18]=[C:17]([C:20]4[CH:25]=[CH:24][C:23]([S:26][C:27]([F:30])([F:29])[F:28])=[CH:22][CH:21]=4)[N:16]=3)[CH:12]=[CH:11][C:10]2=[O:31])[CH:5]=[CH:4][N:3]=1.[NH:32]1[CH2:37][CH2:36][NH:35][CH2:34][CH2:33]1. Product: [N:32]1([C:2]2[CH:7]=[C:6]([CH2:8][N:9]3[CH:14]=[C:13]([C:15]4[O:19][N:18]=[C:17]([C:20]5[CH:25]=[CH:24][C:23]([S:26][C:27]([F:28])([F:30])[F:29])=[CH:22][CH:21]=5)[N:16]=4)[CH:12]=[CH:11][C:10]3=[O:31])[CH:5]=[CH:4][N:3]=2)[CH2:37][CH2:36][NH:35][CH2:34][CH2:33]1. The catalyst class is: 8. (5) Reactant: Br[C:2]1[N:6]2[CH2:7][CH2:8][N:9]([C:11]([O:13][C:14]([CH3:17])([CH3:16])[CH3:15])=[O:12])[CH2:10][C:5]2=[N:4][N:3]=1.[CH3:18][S-:19].[Na+]. Product: [C:14]([O:13][C:11]([N:9]1[CH2:8][CH2:7][N:6]2[C:2]([S:19][CH3:18])=[N:3][N:4]=[C:5]2[CH2:10]1)=[O:12])([CH3:17])([CH3:16])[CH3:15]. The catalyst class is: 346. (6) Reactant: [F:1][C:2]1[CH:26]=[CH:25][C:5]([O:6][C:7]2[S:8][C:9]([C:20]([O:22]CC)=[O:21])=[C:10]3[C:18]=2[C:17]2[N:16]([CH3:19])[N:15]=[CH:14][C:13]=2[CH2:12][CH2:11]3)=[CH:4][CH:3]=1.[OH-].[Na+].Cl. Product: [F:1][C:2]1[CH:3]=[CH:4][C:5]([O:6][C:7]2[S:8][C:9]([C:20]([OH:22])=[O:21])=[C:10]3[C:18]=2[C:17]2[N:16]([CH3:19])[N:15]=[CH:14][C:13]=2[CH2:12][CH2:11]3)=[CH:25][CH:26]=1. The catalyst class is: 353. (7) Reactant: C([O:3][C:4](=[O:23])[C:5]1[CH:10]=[CH:9][C:8]([Br:11])=[CH:7][C:6]=1[C:12](=[O:22])[C:13]1[CH:18]=[C:17]([O:19][CH3:20])[CH:16]=[C:15]([F:21])[CH:14]=1)C.[Li+].[OH-].O.Cl. Product: [Br:11][C:8]1[CH:9]=[CH:10][C:5]([C:4]([OH:23])=[O:3])=[C:6]([C:12](=[O:22])[C:13]2[CH:18]=[C:17]([O:19][CH3:20])[CH:16]=[C:15]([F:21])[CH:14]=2)[CH:7]=1. The catalyst class is: 7. (8) Reactant: [C:1]([O:5][C:6]([NH:8][C:9]([N:18]1[CH2:27][CH2:26][C:25]2[C:20](=[CH:21][C:22]([O:28][CH2:29][CH:30]3[CH2:35][CH2:34][NH:33][CH2:32][CH2:31]3)=[CH:23][CH:24]=2)[CH2:19]1)=[N:10][C:11]([O:13][C:14]([CH3:17])([CH3:16])[CH3:15])=[O:12])=[O:7])([CH3:4])([CH3:3])[CH3:2].C(N(CC)CC)C.Cl[C:44]1[CH:49]=[CH:48][C:47]([N+:50]([O-:52])=[O:51])=[CH:46][N:45]=1. Product: [C:14]([O:13][C:11]([NH:10][C:9]([N:18]1[CH2:27][CH2:26][C:25]2[C:20](=[CH:21][C:22]([O:28][CH2:29][CH:30]3[CH2:35][CH2:34][N:33]([C:44]4[CH:49]=[CH:48][C:47]([N+:50]([O-:52])=[O:51])=[CH:46][N:45]=4)[CH2:32][CH2:31]3)=[CH:23][CH:24]=2)[CH2:19]1)=[N:8][C:6]([O:5][C:1]([CH3:2])([CH3:3])[CH3:4])=[O:7])=[O:12])([CH3:17])([CH3:16])[CH3:15]. The catalyst class is: 213. (9) The catalyst class is: 2. Reactant: [Br:1][CH2:2][C:3]1[CH:4]=[CH:5][C:6]([F:13])=[C:7]([CH:12]=1)[C:8]([O:10][CH3:11])=[O:9].B(Br)(Br)Br.[CH2:18](O)[CH:19]=C. Product: [Br:1][CH2:2][C:3]1[CH:4]=[CH:5][C:6]([F:13])=[C:7]([CH:12]=1)[C:8]([O:10][CH2:11][CH:18]=[CH2:19])=[O:9].